Dataset: Reaction yield outcomes from USPTO patents with 853,638 reactions. Task: Predict the reaction yield, written as a fraction of the theoretical maximum amount of product (1.0 means a 100% yield; for example, 0.34 means a 34% yield). (1) The reactants are [C:1]([O:7][C:8]([CH3:11])([CH3:10])[CH3:9])(=[O:6])[CH2:2][C:3]([CH3:5])=O.[Cl:12][C:13]1[CH:20]=[CH:19][C:16]([CH:17]=O)=[CH:15][CH:14]=1.[NH4+:21].[OH-:22]. The catalyst is CCO.C(Cl)Cl. The product is [Cl:12][C:13]1[CH:20]=[CH:19][C:16]([CH:17]2[C:2]([C:1]([O:7][C:8]([CH3:11])([CH3:10])[CH3:9])=[O:6])=[C:3]([CH3:5])[NH:21][C:3]([CH3:5])=[C:2]2[C:1]([O:7][C:8]([CH3:11])([CH3:10])[CH3:9])=[O:22])=[CH:15][CH:14]=1. The yield is 0.460. (2) The reactants are [Cl:1][C:2]1[C:7]([NH:8][CH2:9][C:10]2([CH2:13][O:14][C:15]3[CH:20]=[CH:19][CH:18]=[CH:17][CH:16]=3)[CH2:12][CH2:11]2)=[CH:6][N:5]=[N:4][C:3]=1[NH:21][NH:22][C:23](=O)[CH2:24][CH:25]1[CH2:27][CH2:26]1.P(Cl)(Cl)(Cl)=O. The catalyst is C(#N)C. The product is [Cl:1][C:2]1[C:3]2[N:4]([C:23]([CH2:24][CH:25]3[CH2:27][CH2:26]3)=[N:22][N:21]=2)[N:5]=[CH:6][C:7]=1[NH:8][CH2:9][C:10]1([CH2:13][O:14][C:15]2[CH:20]=[CH:19][CH:18]=[CH:17][CH:16]=2)[CH2:12][CH2:11]1. The yield is 0.0100. (3) The reactants are FC(F)(F)S(O[C:7]1[CH:15]=[CH:14][C:13]([C:16]2[N:17]([C:32]([O:34][C:35]([CH3:38])([CH3:37])[CH3:36])=[O:33])[C:18]3[C:23]([CH:24]=2)=[CH:22][C:21]([CH2:25][N:26]2[CH2:31][CH2:30][CH2:29][CH2:28][CH2:27]2)=[CH:20][CH:19]=3)=[C:12]2[C:8]=1[CH2:9][NH:10][C:11]2=[O:39])(=O)=O.C(=O)([O-])[O-].[K+].[K+].O. The catalyst is C(COC)OC. The product is [NH2:17][C:18]1[CH:23]=[CH:22][C:21]([C:7]2[CH:15]=[CH:14][C:13]([C:16]3[N:17]([C:32]([O:34][C:35]([CH3:37])([CH3:36])[CH3:38])=[O:33])[C:18]4[C:23]([CH:24]=3)=[CH:22][C:21]([CH2:25][N:26]3[CH2:31][CH2:30][CH2:29][CH2:28][CH2:27]3)=[CH:20][CH:19]=4)=[C:12]3[C:8]=2[CH2:9][NH:10][C:11]3=[O:39])=[CH:20][CH:19]=1. The yield is 0.570. (4) The reactants are [I:1][C:2]1[CH:7]=[CH:6][C:5]([N:8]2[CH2:13][CH2:12][NH:11][CH2:10][CH2:9]2)=[CH:4][CH:3]=1.[C:14]1(=O)[CH2:18][CH2:17][CH2:16][CH2:15]1.[BH-](OC(C)=O)(OC(C)=O)OC(C)=O.[Na+].CC(O)=O. The catalyst is ClCCCl.C1COCC1. The product is [CH:14]1([N:11]2[CH2:12][CH2:13][N:8]([C:5]3[CH:4]=[CH:3][C:2]([I:1])=[CH:7][CH:6]=3)[CH2:9][CH2:10]2)[CH2:18][CH2:17][CH2:16][CH2:15]1. The yield is 0.820. (5) The reactants are CS(C)=O.C(Cl)(=O)C(Cl)=O.[CH3:11][O:12][CH2:13][C@@H:14]1[O:18][C:17]2([CH2:23][CH2:22][CH2:21][CH2:20][CH2:19]2)[O:16][C@H:15]1[CH2:24][OH:25].C(N(CC)CC)C. The catalyst is C(Cl)Cl.O. The product is [CH3:11][O:12][CH2:13][C@@H:14]1[O:18][C:17]2([CH2:19][CH2:20][CH2:21][CH2:22][CH2:23]2)[O:16][C@H:15]1[CH:24]=[O:25]. The yield is 0.962. (6) The reactants are Cl.[Cl:2][C:3]1[CH:8]=[C:7]([C:9]2[CH:14]=[CH:13][CH:12]=[C:11]([Cl:15])[CH:10]=2)[N:6]=[C:5]2[CH2:16][CH2:17][CH2:18][C:4]=12.[NH2:19][C:20]1[CH:25]=[CH:24][C:23]([CH2:26][C:27]([N:29]([CH3:31])[CH3:30])=[O:28])=[CH:22][CH:21]=1. The catalyst is C1(C)C=CC=CC=1. The product is [ClH:2].[Cl:15][C:11]1[CH:10]=[C:9]([C:7]2[N:6]=[C:5]3[CH2:16][CH2:17][CH2:18][C:4]3=[C:3]([NH:19][C:20]3[CH:21]=[CH:22][C:23]([CH2:26][C:27]([N:29]([CH3:30])[CH3:31])=[O:28])=[CH:24][CH:25]=3)[CH:8]=2)[CH:14]=[CH:13][CH:12]=1. The yield is 0.330.